Dataset: Full USPTO retrosynthesis dataset with 1.9M reactions from patents (1976-2016). Task: Predict the reactants needed to synthesize the given product. (1) The reactants are: [Cl:1][C:2]1[CH:7]=[CH:6][C:5]([CH3:8])=[CH:4][C:3]=1[O:9][C:10](=[O:17])[C:11]1[CH:16]=[CH:15][CH:14]=[CH:13][CH:12]=1.[Br:18]N1C(=O)CCC1=O.C(OOC(=O)C1C=CC=CC=1)(=O)C1C=CC=CC=1.O. Given the product [Br:18][CH2:8][C:5]1[CH:6]=[CH:7][C:2]([Cl:1])=[C:3]([O:9][C:10](=[O:17])[C:11]2[CH:12]=[CH:13][CH:14]=[CH:15][CH:16]=2)[CH:4]=1, predict the reactants needed to synthesize it. (2) Given the product [CH2:30]1[C:31](=[O:32])[N:34]([C:35]2[C:40]([Cl:41])=[CH:39][CH:38]=[CH:37][C:36]=2[Cl:42])[C:27]2[C:28]1=[CH:29][CH:24]=[CH:25][CH:26]=2, predict the reactants needed to synthesize it. The reactants are: ON1C(=O)CCC1=O.C1CCC(N=C=NC2CCCCC2)CC1.[CH:24]1[CH:29]=[C:28]([CH2:30][C:31](O)=[O:32])[C:27]([NH:34][C:35]2[C:40]([Cl:41])=[CH:39][CH:38]=[CH:37][C:36]=2[Cl:42])=[CH:26][CH:25]=1.CCOC(C)=O. (3) The reactants are: [CH3:1][C@H:2]1[NH:7][C@@H:6]([CH3:8])[CH2:5][N:4]([C:9]2[CH:10]=[C:11]([NH:18][S:19]([C:22]3[CH:27]=[CH:26][C:25](I)=[CH:24][CH:23]=3)(=[O:21])=[O:20])[CH:12]=[CH:13][C:14]=2[O:15][CH2:16][CH3:17])[CH2:3]1.[S:29]1[CH:33]=[CH:32][CH:31]=[C:30]1B(O)O.C(=O)([O-])[O-].[Na+].[Na+].Cl. Given the product [CH3:1][C@H:2]1[NH:7][C@@H:6]([CH3:8])[CH2:5][N:4]([C:9]2[CH:10]=[C:11]([NH:18][S:19]([C:22]3[CH:27]=[CH:26][C:25]([C:30]4[S:29][CH:33]=[CH:32][CH:31]=4)=[CH:24][CH:23]=3)(=[O:21])=[O:20])[CH:12]=[CH:13][C:14]=2[O:15][CH2:16][CH3:17])[CH2:3]1, predict the reactants needed to synthesize it. (4) Given the product [CH3:1][N:2]([CH3:13])[CH2:3][CH2:4][O:5][C:6]1[CH:11]=[CH:10][C:9]([NH:12][C:32]([C:25]2[C:26]3[N:27]=[CH:28][CH:29]=[N:30][C:31]=3[C:22]([C:16]3[C:17]([CH3:21])=[CH:18][CH:19]=[CH:20][C:15]=3[CH3:14])=[CH:23][CH:24]=2)=[O:33])=[CH:8][CH:7]=1, predict the reactants needed to synthesize it. The reactants are: [CH3:1][N:2]([CH3:13])[CH2:3][CH2:4][O:5][C:6]1[CH:11]=[CH:10][C:9]([NH2:12])=[CH:8][CH:7]=1.[CH3:14][C:15]1[CH:20]=[CH:19][CH:18]=[C:17]([CH3:21])[C:16]=1[C:22]1[C:31]2[N:30]=[CH:29][CH:28]=[N:27][C:26]=2[C:25]([C:32](O)=[O:33])=[CH:24][CH:23]=1. (5) Given the product [Cl:30][S:23]([C:18]1[CH:19]=[CH:20][CH:21]=[CH:22][C:17]=1[CH2:16][C:8]1[C:9]2[C:14](=[CH:13][CH:12]=[C:11]([F:15])[CH:10]=2)[N:6]([CH2:5][C:4]([O:3][CH2:1][CH3:2])=[O:28])[C:7]=1[CH3:27])(=[O:25])=[O:24], predict the reactants needed to synthesize it. The reactants are: [CH2:1]([O:3][C:4](=[O:28])[CH2:5][N:6]1[C:14]2[C:9](=[CH:10][C:11]([F:15])=[CH:12][CH:13]=2)[C:8]([CH2:16][C:17]2[CH:22]=[CH:21][CH:20]=[CH:19][C:18]=2[S:23]([O-])(=[O:25])=[O:24])=[C:7]1[CH3:27])[CH3:2].[Na+].[Cl:30]S(O)(=O)=O.